Dataset: Catalyst prediction with 721,799 reactions and 888 catalyst types from USPTO. Task: Predict which catalyst facilitates the given reaction. The catalyst class is: 18. Reactant: [CH3:1][N:2]([CH3:32])[C:3](=[O:31])[CH2:4][N:5]([C@@H:25]1[CH2:30][CH2:29][CH2:28][NH:27][CH2:26]1)[C:6]1[C:7]2[CH:14]=[CH:13][N:12]([S:15]([C:18]3[CH:24]=[CH:23][C:21]([CH3:22])=[CH:20][CH:19]=3)(=[O:17])=[O:16])[C:8]=2[N:9]=[CH:10][N:11]=1.CCN=C=NCCCN(C)C.C1C=CC2N(O)N=NC=2C=1.[Cl:54][C:55]1[CH:56]=[C:57]([NH:62][CH2:63][C:64](O)=[O:65])[CH:58]=[C:59]([Cl:61])[CH:60]=1.CCN(C(C)C)C(C)C. Product: [Cl:54][C:55]1[CH:56]=[C:57]([NH:62][CH2:63][C:64]([N:27]2[CH2:28][CH2:29][CH2:30][C@@H:25]([N:5]([C:6]3[C:7]4[CH:14]=[CH:13][N:12]([S:15]([C:18]5[CH:19]=[CH:20][C:21]([CH3:22])=[CH:23][CH:24]=5)(=[O:17])=[O:16])[C:8]=4[N:9]=[CH:10][N:11]=3)[CH2:4][C:3]([N:2]([CH3:1])[CH3:32])=[O:31])[CH2:26]2)=[O:65])[CH:58]=[C:59]([Cl:61])[CH:60]=1.